The task is: Predict which catalyst facilitates the given reaction.. This data is from Catalyst prediction with 721,799 reactions and 888 catalyst types from USPTO. (1) Reactant: [CH:1]1([C:7]2([CH2:15][O:16][CH3:17])[CH2:12][O:11][C:10]([CH3:14])([CH3:13])[O:9][CH2:8]2)[CH2:6][CH2:5][CH2:4][CH2:3][CH2:2]1.[CH2:18](OCC)C.C[Mg]I. Product: [C:10]([O:11][CH2:12][C:7]([CH:1]1[CH2:2][CH2:3][CH2:4][CH2:5][CH2:6]1)([CH2:15][O:16][CH3:17])[CH2:8][OH:9])([CH3:18])([CH3:14])[CH3:13]. The catalyst class is: 11. (2) Reactant: [Cl:1][C:2]1[CH:3]=[C:4]([C:12]2[N:16]=[C:15]([C:17]3[CH:22]=[CH:21][C:20]([NH:23][C@H:24]4[CH2:28][N:27]([C:29]([O:31][C:32]([CH3:35])([CH3:34])[CH3:33])=[O:30])[C@@H:26]([C:36]([O:38]C)=[O:37])[CH2:25]4)=[CH:19][CH:18]=3)[O:14][N:13]=2)[CH:5]=[CH:6][C:7]=1[O:8][CH:9]([CH3:11])[CH3:10].[OH-].[Li+]. Product: [C:32]([O:31][C:29]([N:27]1[CH2:28][C@H:24]([NH:23][C:20]2[CH:19]=[CH:18][C:17]([C:15]3[O:14][N:13]=[C:12]([C:4]4[CH:5]=[CH:6][C:7]([O:8][CH:9]([CH3:10])[CH3:11])=[C:2]([Cl:1])[CH:3]=4)[N:16]=3)=[CH:22][CH:21]=2)[CH2:25][C@@H:26]1[C:36]([OH:38])=[O:37])=[O:30])([CH3:34])([CH3:35])[CH3:33]. The catalyst class is: 20. (3) Reactant: [OH:1][C:2]1[CH:3]=[C:4]([CH:7]=[CH:8][C:9]=1[N+:10]([O-:12])=[O:11])[CH:5]=[O:6].[CH2:13](Br)[C:14]1[CH:19]=[CH:18][CH:17]=[CH:16][CH:15]=1.C(=O)([O-])[O-].[K+].[K+]. Product: [CH2:13]([O:1][C:2]1[CH:3]=[C:4]([CH:7]=[CH:8][C:9]=1[N+:10]([O-:12])=[O:11])[CH:5]=[O:6])[C:14]1[CH:19]=[CH:18][CH:17]=[CH:16][CH:15]=1. The catalyst class is: 3. (4) Reactant: [NH2:1][C:2]1[N:7]=[CH:6][N:5]=[C:4]([NH:8][C@H:9]([C:11]2[N:12]([CH:23]3[CH2:25][CH2:24]3)[C:13](=[O:22])[C:14]3[C:19]([CH:20]=2)=[CH:18][CH:17]=[CH:16][C:15]=3Cl)[CH3:10])[C:3]=1[C:26]1[O:27][C:28]([CH3:31])=[N:29][N:30]=1.[CH3:32][N:33]1[CH:37]=[C:36](B2OC(C)(C)C(C)(C)O2)[CH:35]=[N:34]1.C([O-])([O-])=O.[Na+].[Na+]. Product: [NH2:1][C:2]1[N:7]=[CH:6][N:5]=[C:4]([NH:8][C@H:9]([C:11]2[N:12]([CH:23]3[CH2:25][CH2:24]3)[C:13](=[O:22])[C:14]3[C:19]([CH:20]=2)=[CH:18][CH:17]=[CH:16][C:15]=3[C:36]2[CH:35]=[N:34][N:33]([CH3:32])[CH:37]=2)[CH3:10])[C:3]=1[C:26]1[O:27][C:28]([CH3:31])=[N:29][N:30]=1. The catalyst class is: 287.